Predict the reactants needed to synthesize the given product. From a dataset of Full USPTO retrosynthesis dataset with 1.9M reactions from patents (1976-2016). (1) Given the product [F:1][C:2]([F:19])([F:20])[C:3]1[CH:4]=[C:5]([C:13](=[N+:31]=[N-:32])[C:14]([O:16][CH2:17][CH3:18])=[O:15])[CH:6]=[C:7]([C:9]([F:11])([F:12])[F:10])[CH:8]=1, predict the reactants needed to synthesize it. The reactants are: [F:1][C:2]([F:20])([F:19])[C:3]1[CH:4]=[C:5]([CH2:13][C:14]([O:16][CH2:17][CH3:18])=[O:15])[CH:6]=[C:7]([C:9]([F:12])([F:11])[F:10])[CH:8]=1.CC1C=CC(S([N:31]=[N+:32]=[N-])(=O)=O)=CC=1.C1CCN2C(=NCCC2)CC1. (2) Given the product [NH2:35][CH2:2][C:3]1[NH:7][N:6]=[C:5]([C:8]2[CH:13]=[CH:12][C:11]([C:14]3[N:19]=[C:18]4[N:20]([CH2:24][CH2:25][CH:26]5[CH2:31][CH2:30][O:29][CH2:28][CH2:27]5)[C:21](=[O:23])[NH:22][C:17]4=[N:16][CH:15]=3)=[CH:10][CH:9]=2)[N:4]=1, predict the reactants needed to synthesize it. The reactants are: Cl[CH2:2][C:3]1[NH:7][N:6]=[C:5]([C:8]2[CH:13]=[CH:12][C:11]([C:14]3[N:19]=[C:18]4[N:20]([CH2:24][CH2:25][CH:26]5[CH2:31][CH2:30][O:29][CH2:28][CH2:27]5)[C:21](=[O:23])[NH:22][C:17]4=[N:16][CH:15]=3)=[CH:10][CH:9]=2)[N:4]=1.OCC1NN=C(C2C=CC(C3N=C4N(CCC5CCOCC5)C(=O)NC4=NC=3)=CC=2)[N:35]=1. (3) Given the product [Cl:1][C:2]1[CH:7]=[CH:6][C:5]([O:8][C:16]2[CH:17]=[CH:18][C:19]([O:29][C:30]([F:31])([F:32])[F:33])=[C:20]([CH:22]3[C:26](=[O:27])[CH2:25][CH2:24][C:23]3=[O:28])[CH:21]=2)=[CH:4][CH:3]=1, predict the reactants needed to synthesize it. The reactants are: [Cl:1][C:2]1[CH:7]=[CH:6][C:5]([OH:8])=[CH:4][CH:3]=1.C(=O)([O-])[O-].[Cs+].[Cs+].Br[C:16]1[CH:17]=[CH:18][C:19]([O:29][C:30]([F:33])([F:32])[F:31])=[C:20]([CH:22]2[C:26](=[O:27])[CH2:25][CH2:24][C:23]2=[O:28])[CH:21]=1. (4) The reactants are: [NH2:1][C@@H:2]([CH2:6][CH2:7][C@H:8]([NH2:30])[CH2:9][C@@H:10]1[C@@H:14]([OH:15])[C@@H:13]([O:16]CC#C)[C@H:12]([N:20]2[CH:28]=[N:27][C:26]3[C:21]2=[N:22][CH:23]=[N:24][C:25]=3[NH2:29])[O:11]1)[C:3]([OH:5])=[O:4]. Given the product [CH:23]1[N:24]=[C:25]([NH2:29])[C:26]2[N:27]=[CH:28][N:20]([C@@H:12]3[O:11][C@H:10]([CH2:9][C@@H:8]([NH2:30])[CH2:7][CH2:6][C@H:2]([NH2:1])[C:3]([OH:5])=[O:4])[C@@H:14]([OH:15])[C@H:13]3[OH:16])[C:21]=2[N:22]=1, predict the reactants needed to synthesize it. (5) The reactants are: [Br:1][C:2]1[CH:11]=[C:10]2[C:5]([N:6]=[CH:7][C:8](Cl)=[N:9]2)=[CH:4][CH:3]=1.[CH3:13][N:14]1[CH:18]=[CH:17][C:16]([NH2:19])=[N:15]1.CC(C)([O-])C.[K+].O. Given the product [Br:1][C:2]1[CH:11]=[C:10]2[C:5]([N:6]=[CH:7][C:8]([NH:19][C:16]3[CH:17]=[CH:18][N:14]([CH3:13])[N:15]=3)=[N:9]2)=[CH:4][CH:3]=1, predict the reactants needed to synthesize it. (6) Given the product [Cl:39][C:34]1[CH:33]=[C:32]([CH:37]=[CH:36][C:35]=1[NH:38][C:14](=[O:15])[CH:13]([N:12]1[C:11]2[CH:23]=[C:24]([F:28])[C:25]([F:27])=[CH:26][C:10]=2[N:9]=[C:8]1[C:5]1[CH:6]=[N:7][C:2]([Cl:1])=[CH:3][CH:4]=1)[CH:17]1[CH2:18][CH2:19][CH2:20][CH2:21][CH2:22]1)[C:31]([OH:40])=[O:30], predict the reactants needed to synthesize it. The reactants are: [Cl:1][C:2]1[N:7]=[CH:6][C:5]([C:8]2[N:12]([CH:13]([CH:17]3[CH2:22][CH2:21][CH2:20][CH2:19][CH2:18]3)[C:14](O)=[O:15])[C:11]3[CH:23]=[C:24]([F:28])[C:25]([F:27])=[CH:26][C:10]=3[N:9]=2)=[CH:4][CH:3]=1.C[O:30][C:31](=[O:40])[C:32]1[CH:37]=[CH:36][C:35]([NH2:38])=[C:34]([Cl:39])[CH:33]=1.C([O-])(O)=O.[Na+].ClCCl. (7) Given the product [Cl:1][C:2]1[C:3]([C:8]2[N:12]=[CH:11][NH:10][N:9]=2)=[C:4]([NH:7][C:29](=[O:30])[CH2:28][N:15]2[C:16]3[C:21](=[CH:20][C:19]([C:24]([F:25])([F:27])[F:26])=[CH:18][CH:17]=3)[CH:22]=[CH:23][C:14]2=[O:13])[S:5][CH:6]=1, predict the reactants needed to synthesize it. The reactants are: [Cl:1][C:2]1[C:3]([C:8]2[N:12]=[CH:11][NH:10][N:9]=2)=[C:4]([NH2:7])[S:5][CH:6]=1.[O:13]=[C:14]1[CH:23]=[CH:22][C:21]2[C:16](=[CH:17][CH:18]=[C:19]([C:24]([F:27])([F:26])[F:25])[CH:20]=2)[N:15]1[CH2:28][C:29](O)=[O:30].